This data is from Full USPTO retrosynthesis dataset with 1.9M reactions from patents (1976-2016). The task is: Predict the reactants needed to synthesize the given product. (1) Given the product [C:21]([C:24]1[CH:29]=[CH:28][CH:27]=[CH:26][C:25]=1[C:2]1[CH:20]=[CH:19][C:5]([C:6]([NH:8][C:9]2[CH:18]=[C:17]3[C:12]([CH:13]=[CH:14][CH:15]=[N:16]3)=[CH:11][CH:10]=2)=[O:7])=[CH:4][CH:3]=1)(=[O:23])[CH3:22], predict the reactants needed to synthesize it. The reactants are: Br[C:2]1[CH:20]=[CH:19][C:5]([C:6]([NH:8][C:9]2[CH:18]=[C:17]3[C:12]([CH:13]=[CH:14][CH:15]=[N:16]3)=[CH:11][CH:10]=2)=[O:7])=[CH:4][CH:3]=1.[C:21]([C:24]1[CH:29]=[CH:28][CH:27]=[CH:26][C:25]=1B(O)O)(=[O:23])[CH3:22]. (2) Given the product [Si:7]([O:14][C@@H:15]1[C@H:19]([CH2:20][O:21][Si:22]([C:25]([CH3:28])([CH3:27])[CH3:26])([CH3:24])[CH3:23])[CH2:18][C@@H:17]([O:29][C:30]2[CH:35]=[CH:34][N:33]=[C:32]([NH:37][C@@H:38]3[C:46]4[C:41](=[CH:42][CH:43]=[CH:44][CH:45]=4)[CH2:40][CH2:39]3)[CH:31]=2)[CH2:16]1)([C:10]([CH3:13])([CH3:12])[CH3:11])([CH3:9])[CH3:8], predict the reactants needed to synthesize it. The reactants are: CC(C)([O-])C.[K+].[Si:7]([O:14][C@@H:15]1[C@H:19]([CH2:20][O:21][Si:22]([C:25]([CH3:28])([CH3:27])[CH3:26])([CH3:24])[CH3:23])[CH2:18][C@@H:17]([O:29][C:30]2[CH:35]=[CH:34][N:33]=[C:32](Cl)[CH:31]=2)[CH2:16]1)([C:10]([CH3:13])([CH3:12])[CH3:11])([CH3:9])[CH3:8].[NH2:37][C@@H:38]1[C:46]2[C:41](=[CH:42][CH:43]=[CH:44][CH:45]=2)[CH2:40][CH2:39]1. (3) Given the product [C:37]([O:36][C:35]([NH:34][C:32]1[N:33]=[C:28]([CH2:10][CH:11]2[CH2:16][CH2:15][N:14]([C:17]([O:19][CH2:20][C:21]3[CH:22]=[CH:23][CH:24]=[CH:25][CH:26]=3)=[O:18])[CH2:13][CH2:12]2)[CH:29]=[CH:30][CH:31]=1)=[O:41])([CH3:40])([CH3:38])[CH3:39], predict the reactants needed to synthesize it. The reactants are: B1C2CCCC1CCC2.[CH2:10]=[C:11]1[CH2:16][CH2:15][N:14]([C:17]([O:19][CH2:20][C:21]2[CH:26]=[CH:25][CH:24]=[CH:23][CH:22]=2)=[O:18])[CH2:13][CH2:12]1.Br[C:28]1[N:33]=[C:32]([NH:34][C:35](=[O:41])[O:36][C:37]([CH3:40])([CH3:39])[CH3:38])[CH:31]=[CH:30][CH:29]=1.CN(C=O)C. (4) Given the product [C:20]1([C:26]([C:28]2[CH:29]=[CH:30][CH:31]=[CH:32][CH:33]=2)([C:34]2[CH:35]=[CH:36][CH:37]=[CH:38][CH:39]=2)[NH:1][C@H:2]([C:5]([OH:7])=[O:6])[CH2:3][OH:4])[CH:21]=[CH:22][CH:23]=[CH:24][CH:25]=1, predict the reactants needed to synthesize it. The reactants are: [NH2:1][C@H:2]([C:5]([OH:7])=[O:6])[CH2:3][OH:4].C[Si](Cl)(C)C.C(N(CC)CC)C.[C:20]1([C:26]([C:34]2[CH:39]=[CH:38][CH:37]=[CH:36][CH:35]=2)([C:28]2[CH:33]=[CH:32][CH:31]=[CH:30][CH:29]=2)Cl)[CH:25]=[CH:24][CH:23]=[CH:22][CH:21]=1.